Dataset: Reaction yield outcomes from USPTO patents with 853,638 reactions. Task: Predict the reaction yield, written as a fraction of the theoretical maximum amount of product (1.0 means a 100% yield; for example, 0.34 means a 34% yield). (1) The reactants are [CH3:1][C:2]1[CH:39]=[C:38]([CH3:40])[CH:37]=[CH:36][C:3]=1[O:4][CH2:5][C@H:6]([OH:35])[CH2:7][NH:8][C:9]1[CH:14]=[CH:13][NH:12][C:11](=[O:15])[C:10]=1[C:16]1[NH:27][C:26]2[C:18](=[CH:19][C:20]3[CH2:21][N:22]([CH:29]4[CH2:34][CH2:33][NH:32][CH2:31][CH2:30]4)[C:23](=[O:28])[C:24]=3[CH:25]=2)[N:17]=1.[CH:41](=O)[CH2:42][CH3:43].CC#N.[BH-](OC(C)=O)(OC(C)=O)OC(C)=O.[Na+]. The catalyst is CC(O)=O.O. The product is [CH3:1][C:2]1[CH:39]=[C:38]([CH3:40])[CH:37]=[CH:36][C:3]=1[O:4][CH2:5][CH:6]([OH:35])[CH2:7][NH:8][C:9]1[CH:14]=[CH:13][NH:12][C:11](=[O:15])[C:10]=1[C:16]1[NH:27][C:26]2[C:18](=[CH:19][C:20]3[CH2:21][N:22]([CH:29]4[CH2:30][CH2:31][N:32]([CH2:41][CH2:42][CH3:43])[CH2:33][CH2:34]4)[C:23](=[O:28])[C:24]=3[CH:25]=2)[N:17]=1. The yield is 0.570. (2) The reactants are [F:1][C:2]([F:7])([F:6])[C:3]([OH:5])=[O:4].[CH2:8]([N:15]([CH2:17][C:18](=[C:20]1[CH2:25][CH2:24][N:23]([C:26]2[C:35]([O:36][CH3:37])=[C:34]3[C:29]([C:30](=[O:44])[C:31]([C:41]([OH:43])=[O:42])=[CH:32][N:33]3[CH:38]3[CH2:40][CH2:39]3)=[CH:28][C:27]=2[F:45])[CH2:22][CH2:21]1)Cl)C)C1C=CC=CC=1. The catalyst is CO.C(O)=O.[Pd]. The product is [F:1][C:2]([F:7])([F:6])[C:3]([OH:5])=[O:4].[CH:38]1([N:33]2[C:34]3[C:29](=[CH:28][C:27]([F:45])=[C:26]([N:23]4[CH2:24][CH2:25][C:20](=[CH:18][CH2:17][NH:15][CH3:8])[CH2:21][CH2:22]4)[C:35]=3[O:36][CH3:37])[C:30](=[O:44])[C:31]([C:41]([OH:43])=[O:42])=[CH:32]2)[CH2:39][CH2:40]1. The yield is 0.150.